This data is from Reaction yield outcomes from USPTO patents with 853,638 reactions. The task is: Predict the reaction yield, written as a fraction of the theoretical maximum amount of product (1.0 means a 100% yield; for example, 0.34 means a 34% yield). (1) The reactants are [NH2:1][C:2]1[C:3]2[N:4]([C:8]([C@@H:29]3[CH2:33][CH2:32][CH2:31][NH:30]3)=[N:9][C:10]=2[C:11]2[CH:28]=[CH:27][C:14]([C:15]([NH:17][C:18]3[CH:23]=[C:22]([CH2:24][CH2:25][CH3:26])[CH:21]=[CH:20][N:19]=3)=[O:16])=[CH:13][CH:12]=2)[CH:5]=[CH:6][N:7]=1.[CH3:34][O:35][CH2:36]/[CH:37]=[CH:38]/[C:39](O)=[O:40]. No catalyst specified. The product is [NH2:1][C:2]1[C:3]2[N:4]([C:8]([C@@H:29]3[CH2:33][CH2:32][CH2:31][N:30]3[C:39](=[O:40])/[CH:38]=[CH:37]/[CH2:36][O:35][CH3:34])=[N:9][C:10]=2[C:11]2[CH:12]=[CH:13][C:14]([C:15]([NH:17][C:18]3[CH:23]=[C:22]([CH2:24][CH2:25][CH3:26])[CH:21]=[CH:20][N:19]=3)=[O:16])=[CH:27][CH:28]=2)[CH:5]=[CH:6][N:7]=1. The yield is 0.657. (2) The reactants are [C:1]([O:5][C:6]([N:8]1[CH2:11][CH:10]([C:12]([OH:14])=O)[CH2:9]1)=[O:7])([CH3:4])([CH3:3])[CH3:2].C(Cl)CCl.C1C=CC2N(O)N=NC=2C=1.CCN(CC)CC.[Cl:36][C:37]1[CH:38]=[C:39]([CH:44]2[CH2:48][NH:47][CH2:46][CH:45]2[CH:49]([O:51][C:52]2[CH:59]=[CH:58][C:55]([C:56]#[N:57])=[CH:54][N:53]=2)[CH3:50])[CH:40]=[CH:41][C:42]=1[Cl:43]. The catalyst is C(Cl)Cl. The product is [C:1]([O:5][C:6]([N:8]1[CH2:9][CH:10]([C:12]([N:47]2[CH2:48][C@H:44]([C:39]3[CH:40]=[CH:41][C:42]([Cl:43])=[C:37]([Cl:36])[CH:38]=3)[C@@H:45]([C@@H:49]([O:51][C:52]3[CH:59]=[CH:58][C:55]([C:56]#[N:57])=[CH:54][N:53]=3)[CH3:50])[CH2:46]2)=[O:14])[CH2:11]1)=[O:7])([CH3:2])([CH3:3])[CH3:4]. The yield is 0.980.